Dataset: Forward reaction prediction with 1.9M reactions from USPTO patents (1976-2016). Task: Predict the product of the given reaction. Given the reactants [C:1]12([C:11]3[N:12]=[C:13]4[N:17]([CH:18]=3)[C:16](OS(C(F)(F)F)(=O)=O)=[CH:15][S:14]4)[CH2:10][CH:5]3[CH2:6][CH:7]([CH2:9][CH:3]([CH2:4]3)[CH2:2]1)[CH2:8]2.[Cl:27][C:28]1[CH:29]=[C:30](B(O)O)[CH:31]=[CH:32][CH:33]=1, predict the reaction product. The product is: [ClH:27].[C:1]12([C:11]3[N:12]=[C:13]4[N:17]([CH:18]=3)[C:16]([C:32]3[CH:31]=[CH:30][CH:29]=[C:28]([Cl:27])[CH:33]=3)=[CH:15][S:14]4)[CH2:10][CH:5]3[CH2:4][CH:3]([CH2:9][CH:7]([CH2:6]3)[CH2:8]1)[CH2:2]2.